This data is from Reaction yield outcomes from USPTO patents with 853,638 reactions. The task is: Predict the reaction yield, written as a fraction of the theoretical maximum amount of product (1.0 means a 100% yield; for example, 0.34 means a 34% yield). (1) The reactants are Br[C:2]1[CH:3]=[C:4]([N:13]([C@H:16]2[CH2:21][CH2:20][C@H:19]([N:22]([C:24]([O:26][C:27]([CH3:30])([CH3:29])[CH3:28])=[O:25])[CH3:23])[CH2:18][CH2:17]2)[CH2:14][CH3:15])[C:5]([CH3:12])=[C:6]([CH:11]=1)[C:7]([O:9][CH3:10])=[O:8].C(NC(C)C)(C)C.[CH2:38]([OH:41])[C:39]#[CH:40]. The catalyst is C1(C)C=CC=CC=1.[Cu]I.Cl[Pd](Cl)([P](C1C=CC=CC=1)(C1C=CC=CC=1)C1C=CC=CC=1)[P](C1C=CC=CC=1)(C1C=CC=CC=1)C1C=CC=CC=1.C1C=CC(P(C2C=CC=CC=2)C2C=CC=CC=2)=CC=1. The product is [C:27]([O:26][C:24]([N:22]([CH3:23])[C@H:19]1[CH2:20][CH2:21][C@H:16]([N:13]([CH2:14][CH3:15])[C:4]2[C:5]([CH3:12])=[C:6]([CH:11]=[C:2]([C:40]#[C:39][CH2:38][OH:41])[CH:3]=2)[C:7]([O:9][CH3:10])=[O:8])[CH2:17][CH2:18]1)=[O:25])([CH3:28])([CH3:29])[CH3:30]. The yield is 0.632. (2) The reactants are [CH2:1]([C:4]1([C:18]2[CH:23]=[CH:22][CH:21]=[CH:20][CH:19]=2)[O:9][C:8](=[O:10])[N:7]([C:11]2[CH:16]=[CH:15][CH:14]=[C:13](Br)[CH:12]=2)[CH2:6][CH2:5]1)[CH:2]=[CH2:3].[F:24][C:25]1[CH:30]=[C:29]([F:31])[CH:28]=[CH:27][C:26]=1B(O)O.C([O-])([O-])=O.[K+].[K+]. The catalyst is O1CCOCC1. The product is [CH2:1]([C:4]1([C:18]2[CH:23]=[CH:22][CH:21]=[CH:20][CH:19]=2)[O:9][C:8](=[O:10])[N:7]([C:11]2[CH:12]=[C:13]([C:28]3[CH:27]=[CH:26][C:25]([F:24])=[CH:30][C:29]=3[F:31])[CH:14]=[CH:15][CH:16]=2)[CH2:6][CH2:5]1)[CH:2]=[CH2:3]. The yield is 0.180. (3) The reactants are COC1C=CC(C[N:8]2[CH2:14][CH:13]([CH3:15])[CH2:12][O:11][CH2:10][CH2:9]2)=CC=1.[Cl:18]C(OC(Cl)C)=O.CO. The product is [ClH:18].[CH3:15][CH:13]1[CH2:12][O:11][CH2:10][CH2:9][NH:8][CH2:14]1. The catalyst is ClCCCl. The yield is 0.830. (4) The reactants are Cl[C:2]1[CH:9]=[CH:8][C:5]([C:6]#[N:7])=[CH:4][C:3]=1[N+:10]([O-:12])=[O:11].C(N(C(C)C)CC)(C)C.[Br:22][C:23]1[CH:24]=[C:25]([CH:27]=[CH:28][CH:29]=1)[NH2:26]. The catalyst is CN1C(=O)CCC1.O. The product is [Br:22][C:23]1[CH:24]=[C:25]([NH:26][C:2]2[CH:9]=[CH:8][C:5]([C:6]#[N:7])=[CH:4][C:3]=2[N+:10]([O-:12])=[O:11])[CH:27]=[CH:28][CH:29]=1. The yield is 0.660. (5) The reactants are Br[C:2]1[CH:11]=[C:10]2[C:5]([CH2:6][CH:7]([CH3:19])[N:8]([C:12]([O:14][C:15]([CH3:18])([CH3:17])[CH3:16])=[O:13])[CH2:9]2)=[CH:4][CH:3]=1.[CH3:20][N:21]1[CH:25]=[C:24](B2OC(C)(C)C(C)(C)O2)[CH:23]=[N:22]1.C(=O)([O-])[O-].[K+].[K+].ClCCl. The catalyst is O1CCOCC1.O. The product is [CH3:19][CH:7]1[CH2:6][C:5]2[C:10](=[CH:11][C:2]([C:24]3[CH:23]=[N:22][N:21]([CH3:20])[CH:25]=3)=[CH:3][CH:4]=2)[CH2:9][N:8]1[C:12]([O:14][C:15]([CH3:18])([CH3:17])[CH3:16])=[O:13]. The yield is 0.977. (6) The reactants are [Cl:1][C:2]1[C:7]2[C:8](=[O:24])[N:9]([CH2:13][C:14]3[CH:19]=[CH:18][C:17]([O:20][CH3:21])=[CH:16][C:15]=3[O:22][CH3:23])[C:10]([CH3:12])([CH3:11])[C:6]=2[C:5]([F:25])=[C:4](Cl)[N:3]=1.[NH2:27][C@@H:28]1[CH2:33][CH2:32][CH2:31][CH2:30][C@@H:29]1[NH:34][C:35](=[O:41])[O:36][C:37]([CH3:40])([CH3:39])[CH3:38].C(N(C(C)C)C(C)C)C. The catalyst is C(#N)C. The product is [Cl:1][C:2]1[C:7]2[C:8](=[O:24])[N:9]([CH2:13][C:14]3[CH:19]=[CH:18][C:17]([O:20][CH3:21])=[CH:16][C:15]=3[O:22][CH3:23])[C:10]([CH3:12])([CH3:11])[C:6]=2[C:5]([F:25])=[C:4]([NH:27][C@@H:28]2[CH2:33][CH2:32][CH2:31][CH2:30][C@@H:29]2[NH:34][C:35](=[O:41])[O:36][C:37]([CH3:39])([CH3:38])[CH3:40])[N:3]=1. The yield is 0.550.